From a dataset of Full USPTO retrosynthesis dataset with 1.9M reactions from patents (1976-2016). Predict the reactants needed to synthesize the given product. (1) Given the product [Cl:1][C:2]1[N:7]=[C:6]2[CH2:8][N:19]([CH:17]3[CH2:18][O:15][CH2:16]3)[C:10](=[O:12])[C:5]2=[CH:4][CH:3]=1, predict the reactants needed to synthesize it. The reactants are: [Cl:1][C:2]1[N:7]=[C:6]([CH2:8]Cl)[C:5]([C:10]([O:12]C)=O)=[CH:4][CH:3]=1.Cl.[O:15]1[CH2:18][CH:17]([NH2:19])[CH2:16]1.C(=O)([O-])[O-].[K+].[K+].O. (2) Given the product [CH2:1]([O:8][CH2:9][CH:10]1[O:15][CH2:14][CH2:13][CH2:12][O:11]1)[C:2]1[CH:7]=[CH:6][CH:5]=[CH:4][CH:3]=1, predict the reactants needed to synthesize it. The reactants are: [CH2:1]([O:8][CH2:9][CH:10]=[O:11])[C:2]1[CH:7]=[CH:6][CH:5]=[CH:4][CH:3]=1.[CH2:12](O)[CH2:13][CH2:14][OH:15].C(OCC)(OCC)OCC.O.C1(C)C=CC(S(O)(=O)=O)=CC=1.C(N(CC)CC)C. (3) Given the product [CH3:1][C:2]1[CH:8]=[C:7]([C:9]([OH:18])([C:10]([F:12])([F:13])[F:11])[C:14]([F:15])([F:16])[F:17])[CH:6]=[C:5]([CH3:19])[C:3]=1[NH:4][C:32](=[O:33])[C:31]1[CH:35]=[CH:36][CH:37]=[C:29]([NH:28][C:20](=[O:27])[C:21]2[CH:22]=[CH:23][CH:24]=[CH:25][CH:26]=2)[CH:30]=1, predict the reactants needed to synthesize it. The reactants are: [CH3:1][C:2]1[CH:8]=[C:7]([C:9]([OH:18])([C:14]([F:17])([F:16])[F:15])[C:10]([F:13])([F:12])[F:11])[CH:6]=[C:5]([CH3:19])[C:3]=1[NH2:4].[C:20]([NH:28][C:29]1[CH:30]=[C:31]([CH:35]=[CH:36][CH:37]=1)[C:32](Cl)=[O:33])(=[O:27])[C:21]1[CH:26]=[CH:25][CH:24]=[CH:23][CH:22]=1.N1C=CC=CC=1.C(=O)([O-])O.[Na+]. (4) Given the product [N:52]1([C:22]([C:21]2[CH:25]=[CH:26][C:18]([C:15]3[CH:16]=[CH:17][C:12]4[N:13]([C:9]([C:6]5[CH:5]=[CH:4][C:3]([C:1]#[N:2])=[CH:8][CH:7]=5)=[CH:10][N:11]=4)[CH:14]=3)=[CH:19][CH:20]=2)=[O:23])[CH2:57][CH2:56][O:55][CH2:54][CH2:53]1, predict the reactants needed to synthesize it. The reactants are: [C:1]([C:3]1[CH:8]=[CH:7][C:6]([C:9]2[N:13]3[CH:14]=[C:15]([C:18]4[CH:26]=[CH:25][C:21]([C:22](O)=[O:23])=[CH:20][CH:19]=4)[CH:16]=[CH:17][C:12]3=[N:11][CH:10]=2)=[CH:5][CH:4]=1)#[N:2].CN(C(ON1N=NC2C=CC=NC1=2)=[N+](C)C)C.F[P-](F)(F)(F)(F)F.C[N:52]1[CH2:57][CH2:56][O:55][CH2:54][CH2:53]1.N1CCOCC1. (5) Given the product [C:77]1([C:70]([C:71]2[CH:72]=[CH:73][CH:74]=[CH:75][CH:76]=2)=[N:83][C:54]2[C:55]3[CH:62]=[CH:61][N:60]([CH2:63][C:64]4[CH:69]=[CH:68][N:67]=[CH:66][CH:65]=4)[C:56]=3[N:57]=[CH:58][CH:59]=2)[CH:78]=[CH:79][CH:80]=[CH:81][CH:82]=1, predict the reactants needed to synthesize it. The reactants are: C1(P(C2C=CC=CC=2)C2C=CC3C(=CC=CC=3)C=2C2C3C(=CC=CC=3)C=CC=2P(C2C=CC=CC=2)C2C=CC=CC=2)C=CC=CC=1.CC(C)([O-])C.[Na+].Br[C:54]1[CH:59]=[CH:58][N:57]=[C:56]2[N:60]([CH2:63][C:64]3[CH:69]=[CH:68][N:67]=[CH:66][CH:65]=3)[CH:61]=[CH:62][C:55]=12.[C:70](=[NH:83])([C:77]1[CH:82]=[CH:81][CH:80]=[CH:79][CH:78]=1)[C:71]1[CH:76]=[CH:75][CH:74]=[CH:73][CH:72]=1. (6) Given the product [C:13]([O:12][C:11]([NH:10][C@H:8]([C:5]1[CH:6]=[CH:7][C:2]([C:11]([O:12][CH3:13])=[O:17])=[CH:3][CH:4]=1)[CH3:9])=[O:17])([CH3:16])([CH3:15])[CH3:14], predict the reactants needed to synthesize it. The reactants are: Br[C:2]1[CH:7]=[CH:6][C:5]([C@@H:8]([NH:10][C:11](=[O:17])[O:12][C:13]([CH3:16])([CH3:15])[CH3:14])[CH3:9])=[CH:4][CH:3]=1.C1(P(C2C=CC=CC=2)CCCP(C2C=CC=CC=2)C2C=CC=CC=2)C=CC=CC=1.C(N(CC)CC)C. (7) Given the product [N:1]1([CH2:14][CH2:15][C:16]([NH:24][CH2:21][CH2:22][CH3:23])=[O:18])[C:13]2[C:12]3[CH:11]=[CH:10][CH:9]=[CH:8][C:7]=3[N:6]=[CH:5][C:4]=2[N:3]=[CH:2]1, predict the reactants needed to synthesize it. The reactants are: [N:1]1([CH2:14][CH2:15][C:16]([O:18]CC)=O)[C:13]2[C:12]3[CH:11]=[CH:10][CH:9]=[CH:8][C:7]=3[N:6]=[CH:5][C:4]=2[N:3]=[CH:2]1.[CH2:21]([NH2:24])[CH2:22][CH3:23].